From a dataset of Reaction yield outcomes from USPTO patents with 853,638 reactions. Predict the reaction yield, written as a fraction of the theoretical maximum amount of product (1.0 means a 100% yield; for example, 0.34 means a 34% yield). (1) The reactants are Cl.[CH3:2][C:3]1([CH3:22])[CH2:11][C@H:10]([NH:12][C:13]2[C:18]([C:19]#[N:20])=[CH:17][N:16]=[C:15](Cl)[N:14]=2)[CH2:9][C@H:8]2[N:4]1[CH2:5][CH2:6][CH2:7]2.[NH2:23][C:24]1[C:25]([F:43])=[CH:26][C:27]([O:37][C:38]([CH3:42])([CH3:41])[CH2:39][OH:40])=[C:28]([N:30]2[C:34](=[O:35])[N:33]([CH3:36])[N:32]=[N:31]2)[CH:29]=1.C1C=CC(P(C2C(C3C(P(C4C=CC=CC=4)C4C=CC=CC=4)=CC=C4C=3C=CC=C4)=C3C(C=CC=C3)=CC=2)C2C=CC=CC=2)=CC=1.C([O-])([O-])=O.[Cs+].[Cs+]. The catalyst is CC([O-])=O.CC([O-])=O.[Pd+2].O1CCOCC1. The product is [NH3:4].[CH3:34][OH:35].[CH3:2][C:3]1([CH3:22])[CH2:11][C@H:10]([NH:12][C:13]2[C:18]([C:19]#[N:20])=[CH:17][N:16]=[C:15]([NH:23][C:24]3[CH:29]=[C:28]([N:30]4[C:34](=[O:35])[N:33]([CH3:36])[N:32]=[N:31]4)[C:27]([O:37][C:38]([CH3:41])([CH3:42])[CH2:39][OH:40])=[CH:26][C:25]=3[F:43])[N:14]=2)[CH2:9][C@H:8]2[N:4]1[CH2:5][CH2:6][CH2:7]2. The yield is 0.0100. (2) The reactants are [C:1]12([CH2:11][O:12][C:13]3[C:21]([CH:22]4[CH2:24][CH2:23]4)=[CH:20][C:16]([C:17]([OH:19])=O)=[C:15]([F:25])[CH:14]=3)[CH2:10][CH:5]3[CH2:6][CH:7]([CH2:9][CH:3]([CH2:4]3)[CH2:2]1)[CH2:8]2.FC(F)(F)C([O:30][CH2:31][CH2:32][CH2:33][NH:34][S:35](=[O:38])(=[O:37])[NH2:36])=O.C(=O)([O-])[O-].[Na+].[Na+].Cl. The catalyst is ClCCl.CN(C)C1C=CN=CC=1.C(OCC)(=O)C. The product is [C:1]12([CH2:11][O:12][C:13]3[C:21]([CH:22]4[CH2:23][CH2:24]4)=[CH:20][C:16]([C:17]([NH:36][S:35](=[O:38])(=[O:37])[NH:34][CH2:33][CH2:32][CH2:31][OH:30])=[O:19])=[C:15]([F:25])[CH:14]=3)[CH2:8][CH:7]3[CH2:9][CH:3]([CH2:4][CH:5]([CH2:6]3)[CH2:10]1)[CH2:2]2. The yield is 0.270. (3) The reactants are [C:1]([C:4]1[CH:34]=[CH:33][C:7]2[NH:8][C:9]([C:11]3[CH:12]=[C:13]([CH2:29][C:30](O)=[O:31])[CH:14]=[C:15]([C:18]4[CH:23]=[C:22]([S:24](=[O:27])(=[O:26])[NH2:25])[CH:21]=[CH:20][C:19]=4[OH:28])[C:16]=3[OH:17])=[N:10][C:6]=2[CH:5]=1)(=[NH:3])[NH2:2].F[P-](F)(F)(F)(F)F.N1(OC(N(C)C)=[N+](C)C)C2N=CC=CC=2N=N1.CC1C(C)=C(C)C=CN=1.[NH2:68][CH2:69][CH2:70][N:71]1[CH2:76][CH2:75][O:74][CH2:73][CH2:72]1.Cl.C(#N)C. The catalyst is CN(C)C=O. The product is [C:1]([C:4]1[CH:34]=[CH:33][C:7]2[NH:8][C:9]([C:11]3[CH:12]=[C:13]([CH2:29][C:30]([NH:68][CH2:69][CH2:70][N:71]4[CH2:76][CH2:75][O:74][CH2:73][CH2:72]4)=[O:31])[CH:14]=[C:15]([C:18]4[CH:23]=[C:22]([S:24](=[O:27])(=[O:26])[NH2:25])[CH:21]=[CH:20][C:19]=4[OH:28])[C:16]=3[OH:17])=[N:10][C:6]=2[CH:5]=1)(=[NH:3])[NH2:2]. The yield is 0.530. (4) The reactants are [O:1]1[CH:5]=[CH:4][CH:3]=[C:2]1[CH:6]=[O:7].C(O[CH2:12][CH:13]=[CH2:14])(=O)C.O.CCN(CC)CC.CC1C(C)=C(C)C(C)=C(C)C=1C. The catalyst is O1CCOCC1. The product is [O:1]1[CH:5]=[CH:4][CH:3]=[C:2]1[CH:6]([OH:7])[CH2:14][CH:13]=[CH2:12]. The yield is 0.810.